From a dataset of Reaction yield outcomes from USPTO patents with 853,638 reactions. Predict the reaction yield, written as a fraction of the theoretical maximum amount of product (1.0 means a 100% yield; for example, 0.34 means a 34% yield). The catalyst is C1COCC1. The product is [C:22]([O:26][C:27]([NH:1][CH2:2][C@@H:3]([OH:15])[CH2:4][P:5]([CH2:8][CH:9]1[CH2:14][CH2:13][CH2:12][CH2:11][CH2:10]1)(=[O:6])[OH:7])=[O:28])([CH3:25])([CH3:24])[CH3:23]. The reactants are [NH2:1][CH2:2][C@@H:3]([OH:15])[CH2:4][P:5]([CH2:8][CH:9]1[CH2:14][CH2:13][CH2:12][CH2:11][CH2:10]1)(=[O:7])[OH:6].C(=O)([O-])[O-].[K+].[K+].[C:22]([O:26][C:27](O[C:27]([O:26][C:22]([CH3:25])([CH3:24])[CH3:23])=[O:28])=[O:28])([CH3:25])([CH3:24])[CH3:23].C(OCC)(=O)C. The yield is 0.920.